From a dataset of Reaction yield outcomes from USPTO patents with 853,638 reactions. Predict the reaction yield, written as a fraction of the theoretical maximum amount of product (1.0 means a 100% yield; for example, 0.34 means a 34% yield). (1) The reactants are [C:1]([OH:9])(=[O:8])[C:2]1[CH:7]=[CH:6][CH:5]=[CH:4][CH:3]=1.O[C:11]1[CH:19]=[CH:18][C:14]([C:15]([O-])=O)=[CH:13][CH:12]=1.[Na+].[OH-].[Na+].[I-].[Na+].C(Cl)C1C=CC=CC=1.CC1C=C(OC)C=CC=1. The catalyst is CCCCCCCC[N+](CCCCCCCC)(CCCCCCCC)C.[Cl-].O. The product is [C:1]([O:9][CH2:15][C:14]1[CH:18]=[CH:19][CH:11]=[CH:12][CH:13]=1)(=[O:8])[C:2]1[CH:7]=[CH:6][CH:5]=[CH:4][CH:3]=1. The yield is 0.540. (2) The reactants are [NH2:1][C:2]1[N:11]=[CH:10][C:9]2[C:8](SC)=[N:7][CH:6]=[N:5][C:4]=2[CH:3]=1.[CH3:14][O:15][C:16]1[CH:17]=[C:18]([CH:21]=[CH:22][CH:23]=1)[CH2:19][NH2:20]. The catalyst is C(O)(C)C. The product is [NH2:1][C:2]1[N:11]=[CH:10][C:9]2[C:8]([NH:20][CH2:19][C:18]3[CH:21]=[CH:22][CH:23]=[C:16]([O:15][CH3:14])[CH:17]=3)=[N:7][CH:6]=[N:5][C:4]=2[CH:3]=1. The yield is 0.770.